Dataset: Merck oncology drug combination screen with 23,052 pairs across 39 cell lines. Task: Regression. Given two drug SMILES strings and cell line genomic features, predict the synergy score measuring deviation from expected non-interaction effect. Drug 1: Nc1ccn(C2OC(CO)C(O)C2(F)F)c(=O)n1. Drug 2: Cc1nc(Nc2ncc(C(=O)Nc3c(C)cccc3Cl)s2)cc(N2CCN(CCO)CC2)n1. Cell line: LOVO. Synergy scores: synergy=19.2.